From a dataset of Drug-target binding data from BindingDB using IC50 measurements. Regression. Given a target protein amino acid sequence and a drug SMILES string, predict the binding affinity score between them. We predict pIC50 (pIC50 = -log10(IC50 in M); higher means more potent). Dataset: bindingdb_ic50. (1) The drug is COc1ccc(CCN(C)CCC[C@](C#N)(c2ccc(OC)c(OC)c2)C(C)C)cc1OC. The target protein (Q9N623) has sequence MKFASKKNNQKNSSKNDERYRELDNLVQEGNGSRLGGGSCLGKCAHVFKLIFKEIKDNIFIYILSIIYLSVCVMNKIFAKRTLNKIGNYSFVTSETHNFICMIMFFIVYSLFGNKKGNSKERHRSFNLQFFAISMLDACSVILAFIGLTRTTGNIQSFVLQLSIPINMFFCFLILRYRYHLYNYLGAVIIVVTIALVEMKLSFETQEENSIIFNLVLISALIPVCFSNMTREIVFKKYKIDILRLNAMVSFFQLFTSCLILPVYTLPFLKQLHLPYNEIWTNIKNGFACLFLGRNTVVENCGLGMAKLCDDCDGAWKTFALFSFFNICDNLITSYIIDKFSTMTYTIVSCIQGPAIAIAYYFKFLAGDVVREPRLLDFVTLFGYLFGSIIYRVGNIILERKKMRNEENEDSEGELTNVDSIITQ. The pIC50 is 4.5. (2) The small molecule is CCC[C@@H]1[C@H](C(=O)O)[C@H]1C(N)(CC1c2ccccc2Oc2ccccc21)C(=O)O. The target protein (P31421) has sequence MESLLGFLALLLLWGAVAEGPAKKVLTLEGDLVLGGLFPVHQKGGPAEECGPVNEHRGIQRLEAMLFALDRINRDPHLLPGVRLGAHILDSCSKDTHALEQALDFVRASLSRGADGSRHICPDGSYATHSDAPTAVTGVIGGSYSDVSIQVANLLRLFQIPQISYASTSAKLSDKSRYDYFARTVPPDFFQAKAMAEILRFFNWTYVSTVASEGDYGETGIEAFELEARARNICVATSEKVGRAMSRAAFEGVVRALLQKPSARVAVLFTRSEDARELLAATQRLNASFTWVASDGWGALESVVAGSERAAEGAITIELASYPISDFASYFQSLDPWNNSRNPWFREFWEERFHCSFRQRDCAAHSLRAVPFEQESKIMFVVNAVYAMAHALHNMHRALCPNTTHLCDAMRPVNGRRLYKDFVLNVKFDAPFRPADTDDEVRFDRFGDGIGRYNIFTYLRAGSGRYRYQKVGYWAEGLTLDTSFIPWASPSAGPLPASRC.... The pIC50 is 5.0.